This data is from Ames mutagenicity test results for genotoxicity prediction. The task is: Regression/Classification. Given a drug SMILES string, predict its toxicity properties. Task type varies by dataset: regression for continuous values (e.g., LD50, hERG inhibition percentage) or binary classification for toxic/non-toxic outcomes (e.g., AMES mutagenicity, cardiotoxicity, hepatotoxicity). Dataset: ames. (1) The drug is Nc1cccc2c1ccc1ccccc12. The result is 1 (mutagenic). (2) The molecule is CC(=O)n1ccnc1. The result is 0 (non-mutagenic). (3) The compound is O=NN1CCC(c2ccccc2)CC1. The result is 1 (mutagenic). (4) The drug is Cc1cnc(C)c(C)n1. The result is 0 (non-mutagenic).